Task: Predict the reaction yield, written as a fraction of the theoretical maximum amount of product (1.0 means a 100% yield; for example, 0.34 means a 34% yield).. Dataset: Reaction yield outcomes from USPTO patents with 853,638 reactions (1) The reactants are [F:1][C:2]1[CH:7]=[CH:6][CH:5]=[CH:4][C:3]=1[C:8]1[C:13]([CH:14]=O)=[C:12]([NH:16][C:17]2[CH:22]=[CH:21][CH:20]=[CH:19][C:18]=2[F:23])[N:11]=[C:10]([S:24][CH3:25])[N:9]=1.[CH3:26][C:27](OC(C)=O)=[O:28]. The catalyst is N1C=CC=CC=1. The product is [F:1][C:2]1[CH:7]=[CH:6][CH:5]=[CH:4][C:3]=1[C:8]1[C:13]2[CH:14]=[CH:26][C:27](=[O:28])[N:16]([C:17]3[CH:22]=[CH:21][CH:20]=[CH:19][C:18]=3[F:23])[C:12]=2[N:11]=[C:10]([S:24][CH3:25])[N:9]=1. The yield is 0.760. (2) The reactants are O[CH2:2][C:3]1[O:7][C:6]([CH:8]=[O:9])=[CH:5][CH:4]=1.[CH3:10][O:11][C:12](=[O:29])[C:13]1[C:14](=[C:19]([NH:23]CCCCC)[CH:20]=[CH:21][CH:22]=1)[C:15]([O:17][CH3:18])=[O:16]. No catalyst specified. The product is [CH3:10][O:11][C:12](=[O:29])[C:13]1[C:14](=[C:19]([NH:23][CH2:2][C:3]2[O:7][C:6]([CH2:8][OH:9])=[CH:5][CH:4]=2)[CH:20]=[CH:21][CH:22]=1)[C:15]([O:17][CH3:18])=[O:16]. The yield is 0.760. (3) The reactants are C(N(CC)CC)C.[CH:8]([C:10]1[C:18]2[C:13](=[CH:14][CH:15]=[CH:16][CH:17]=2)[N:12](C(OC(C)(C)C)=O)[CH:11]=1)=[O:9].[CH3:26][O:27][C:28]1[CH:29]=[C:30]([N:34]=[CH:35][C:36]2[CH:37]=[CH:38][C:39]([C:42]#[N:43])=[N:40][CH:41]=2)[CH:31]=[CH:32][CH:33]=1. The catalyst is [Cl-].C([N+]1C(C)=C(CCO)SC=1)C1C=CC=CC=1.C(O)C. The product is [NH:12]1[C:13]2[C:18](=[CH:17][CH:16]=[CH:15][CH:14]=2)[C:10]([C:8](=[O:9])[CH:35]([C:36]2[CH:37]=[CH:38][C:39]([C:42]#[N:43])=[N:40][CH:41]=2)[NH:34][C:30]2[CH:31]=[CH:32][CH:33]=[C:28]([O:27][CH3:26])[CH:29]=2)=[CH:11]1. The yield is 0.120. (4) The reactants are [H-].[Na+].F[C:4]1[CH:9]=[CH:8][C:7]([N+:10]([O-:12])=[O:11])=[CH:6][CH:5]=1.[F:13][C:14]1[CH:19]=[CH:18][C:17]([F:20])=[CH:16][C:15]=1[OH:21]. The catalyst is CN(C)C=O.O.Cl[Cu]. The product is [F:13][C:14]1[CH:19]=[CH:18][C:17]([F:20])=[CH:16][C:15]=1[O:21][C:4]1[CH:9]=[CH:8][C:7]([N+:10]([O-:12])=[O:11])=[CH:6][CH:5]=1. The yield is 0.810.